This data is from Reaction yield outcomes from USPTO patents with 853,638 reactions. The task is: Predict the reaction yield, written as a fraction of the theoretical maximum amount of product (1.0 means a 100% yield; for example, 0.34 means a 34% yield). (1) The reactants are Cl[C:2]1[CH:18]=[CH:17][C:5]([C:6]([C:8]2[CH:16]=[CH:15][CH:14]=[CH:13][C:9]=2[C:10]([OH:12])=[O:11])=[O:7])=[CH:4][C:3]=1[N+:19]([O-:21])=[O:20].Cl.[OH-].[NH4+:24]. No catalyst specified. The product is [NH2:24][C:2]1[CH:18]=[CH:17][C:5]([C:6]([C:8]2[CH:16]=[CH:15][CH:14]=[CH:13][C:9]=2[C:10]([OH:12])=[O:11])=[O:7])=[CH:4][C:3]=1[N+:19]([O-:21])=[O:20]. The yield is 0.950. (2) The reactants are [Br:1][C:2]1[CH:3]=[C:4]([CH:8]=[CH:9][N:10]=1)[C:5]([OH:7])=[O:6].CO.Cl.[CH2:14](N=C=NCCCN(C)C)C. The catalyst is ClCCl. The product is [Br:1][C:2]1[CH:3]=[C:4]([CH:8]=[CH:9][N:10]=1)[C:5]([O:7][CH3:14])=[O:6]. The yield is 0.750. (3) The reactants are Br[C:2]1[CH:3]=[CH:4][C:5]2[N:6]([C:15]3[CH:20]=[CH:19][CH:18]=[CH:17][CH:16]=3)[C:7]3[C:12]([C:13]=2[CH:14]=1)=[CH:11][CH:10]=[CH:9][CH:8]=3.CC(C)([O-])C.[Na+].C1(C)C(C)=CC=CC=1.[NH2:35][C:36]1[CH:41]=[CH:40][CH:39]=[CH:38][CH:37]=1. The catalyst is C1C=CC(/C=C/C(/C=C/C2C=CC=CC=2)=O)=CC=1.C1C=CC(/C=C/C(/C=C/C2C=CC=CC=2)=O)=CC=1.[Pd].[CH-]1C(P(C2C=CC=CC=2)C2C=CC=CC=2)=CC=C1.[CH-]1C(P(C2C=CC=CC=2)C2C=CC=CC=2)=CC=C1.[Fe+2].C1(C)C=CC=CC=1. The product is [C:36]1([NH:35][C:2]2[CH:3]=[CH:4][C:5]3[N:6]([C:15]4[CH:20]=[CH:19][CH:18]=[CH:17][CH:16]=4)[C:7]4[C:12]([C:13]=3[CH:14]=2)=[CH:11][CH:10]=[CH:9][CH:8]=4)[CH:41]=[CH:40][CH:39]=[CH:38][CH:37]=1. The yield is 0.750. (4) The reactants are C(=O)([O-])[O-].[K+].[K+].[CH2:7]([O:14][C:15]([NH:17][CH2:18][CH2:19][CH2:20][CH2:21][C:22]1[CH:27]=[CH:26][C:25]([OH:28])=[CH:24][CH:23]=1)=[O:16])[C:8]1[CH:13]=[CH:12][CH:11]=[CH:10][CH:9]=1.[CH3:29][O:30][C:31](=[O:44])[CH:32]([NH:36][C:37]([O:39][C:40]([CH3:43])([CH3:42])[CH3:41])=[O:38])[CH2:33][CH2:34]Br. The catalyst is CN(C=O)C.C(OCC)(=O)C. The product is [CH3:29][O:30][C:31](=[O:44])[CH:32]([NH:36][C:37]([O:39][C:40]([CH3:43])([CH3:42])[CH3:41])=[O:38])[CH2:33][CH2:34][O:28][C:25]1[CH:26]=[CH:27][C:22]([CH2:21][CH2:20][CH2:19][CH2:18][NH:17][C:15]([O:14][CH2:7][C:8]2[CH:9]=[CH:10][CH:11]=[CH:12][CH:13]=2)=[O:16])=[CH:23][CH:24]=1. The yield is 0.830. (5) The reactants are [NH2:1][C:2](=[S:10])[CH:3]([CH3:9])[C:4]([O:6][CH2:7][CH3:8])=[O:5].Cl[CH2:12][C:13](=O)[CH3:14].C([O-])(O)=O.[Na+]. The catalyst is CN(C=O)C. The product is [CH3:14][C:13]1[N:1]=[C:2]([CH:3]([CH3:9])[C:4]([O:6][CH2:7][CH3:8])=[O:5])[S:10][CH:12]=1. The yield is 0.930. (6) The reactants are [NH2:1][C:2]1[CH:3]=[C:4]([C:8]2[O:9][C:10]3[CH:16]=[CH:15][CH:14]=[CH:13][C:11]=3[N:12]=2)[CH:5]=[CH:6][CH:7]=1.[CH:17]1[C:22]([C:23]([OH:25])=[O:24])=[CH:21][C:20]2[C:26]([O:28][C:29](=O)[C:19]=2[CH:18]=1)=[O:27]. The yield is 0.710. The product is [O:9]1[C:10]2[CH:16]=[CH:15][CH:14]=[CH:13][C:11]=2[N:12]=[C:8]1[C:4]1[CH:3]=[C:2]([N:1]2[C:26](=[O:27])[C:20]3[C:19](=[CH:18][CH:17]=[C:22]([C:23]([OH:25])=[O:24])[CH:21]=3)[C:29]2=[O:28])[CH:7]=[CH:6][CH:5]=1. The catalyst is C(O)(=O)C. (7) The reactants are Br[CH2:2][C:3]1[CH:8]=[CH:7][C:6]([B:9]2[O:17][C:14]([CH3:16])([CH3:15])[C:11]([CH3:13])([CH3:12])[O:10]2)=[CH:5][CH:4]=1.[NH:18]1[CH:22]=[CH:21][N:20]=[C:19]1/[N:23]=C/C1C=CC=CC=1.C([O-])([O-])=O.[K+].[K+]. The catalyst is CC(C)=O. The product is [CH3:12][C:11]1([CH3:13])[C:14]([CH3:16])([CH3:15])[O:17][B:9]([C:6]2[CH:7]=[CH:8][C:3]([CH2:2][N:18]3[CH:22]=[CH:21][N:20]=[C:19]3[NH2:23])=[CH:4][CH:5]=2)[O:10]1. The yield is 0.170.